From a dataset of Peptide-MHC class I binding affinity with 185,985 pairs from IEDB/IMGT. Regression. Given a peptide amino acid sequence and an MHC pseudo amino acid sequence, predict their binding affinity value. This is MHC class I binding data. (1) The peptide sequence is PYPQPQPQY. The MHC is HLA-A26:01 with pseudo-sequence HLA-A26:01. The binding affinity (normalized) is 0. (2) The peptide sequence is IIFLKLFKK. The MHC is HLA-A11:01 with pseudo-sequence HLA-A11:01. The binding affinity (normalized) is 0.862. (3) The peptide sequence is ISDPLTSGL. The MHC is HLA-B08:03 with pseudo-sequence HLA-B08:03. The binding affinity (normalized) is 0.0847. (4) The peptide sequence is VHVASGFIEAE. The MHC is Mamu-A07 with pseudo-sequence Mamu-A07. The binding affinity (normalized) is 0.